This data is from Forward reaction prediction with 1.9M reactions from USPTO patents (1976-2016). The task is: Predict the product of the given reaction. (1) Given the reactants C[O:2][C:3](=[O:21])[C:4]1[CH:16]=[C:15]([O:17][CH:18]([F:20])[F:19])[CH:14]=[C:6]([C:7]([N:9]([CH3:13])[CH2:10][CH2:11][CH3:12])=[O:8])[CH:5]=1.[OH-].[Na+].Cl, predict the reaction product. The product is: [F:19][CH:18]([F:20])[O:17][C:15]1[CH:14]=[C:6]([C:7]([N:9]([CH3:13])[CH2:10][CH2:11][CH3:12])=[O:8])[CH:5]=[C:4]([CH:16]=1)[C:3]([OH:21])=[O:2]. (2) Given the reactants [F:1][C:2]1[C:3](=O)[NH:4][C:5]([C:8]2[N:12]=[C:11]([C:13]3[CH:17]=[CH:16][O:15][N:14]=3)[N:10]([CH2:18][C:19]3[CH:24]=[CH:23][CH:22]=[CH:21][C:20]=3[F:25])[N:9]=2)=[N:6][CH:7]=1.P(Cl)(Cl)([Cl:29])=O.C(=O)(O)[O-].[Na+], predict the reaction product. The product is: [Cl:29][C:3]1[C:2]([F:1])=[CH:7][N:6]=[C:5]([C:8]2[N:12]=[C:11]([C:13]3[CH:17]=[CH:16][O:15][N:14]=3)[N:10]([CH2:18][C:19]3[CH:24]=[CH:23][CH:22]=[CH:21][C:20]=3[F:25])[N:9]=2)[N:4]=1. (3) Given the reactants [CH3:1][O:2][C:3]1[CH:4]=[C:5]2[C:9](=[CH:10][CH:11]=1)[NH:8][CH:7]=[CH:6]2.CC(C)([O-])C.[K+].[NH2:18]Cl, predict the reaction product. The product is: [CH3:1][O:2][C:3]1[CH:4]=[C:5]2[C:9](=[CH:10][CH:11]=1)[N:8]([NH2:18])[CH:7]=[CH:6]2. (4) Given the reactants Cl[C:2]1[C:11]2[C:6](=[CH:7][CH:8]=[CH:9][CH:10]=2)[N:5]=[CH:4][N:3]=1.C(=O)([O-])[O-].[Ca+2].[C:17]([O:21][C:22](=[O:31])[NH:23][C:24]1[CH:29]=[CH:28][C:27]([OH:30])=[CH:26][CH:25]=1)([CH3:20])([CH3:19])[CH3:18].C(#N)C, predict the reaction product. The product is: [N:5]1[C:6]2[C:11](=[CH:10][CH:9]=[CH:8][CH:7]=2)[C:2]([O:30][C:27]2[CH:26]=[CH:25][C:24]([NH:23][C:22](=[O:31])[O:21][C:17]([CH3:19])([CH3:18])[CH3:20])=[CH:29][CH:28]=2)=[N:3][CH:4]=1. (5) Given the reactants [H-].[Na+].[CH2:3]1[CH2:7][O:6][CH2:5][CH2:4]1.[CH3:8][NH:9][CH2:10][C:11]1[CH:16]=[CH:15][CH:14]=[CH:13][CH:12]=1.C(OCCBr)C, predict the reaction product. The product is: [CH2:5]([O:6][CH2:7][CH2:3][N:9]([CH2:10][C:11]1[CH:16]=[CH:15][CH:14]=[CH:13][CH:12]=1)[CH3:8])[CH3:4]. (6) Given the reactants [Br:1][CH2:2][C:3](Br)=[O:4].[NH2:6][C:7]1[N:8]=[N:9][C:10]([CH3:13])=[CH:11][CH:12]=1.C(N(CC)CC)C, predict the reaction product. The product is: [Br:1][CH2:2][C:3]([NH:6][C:7]1[N:8]=[N:9][C:10]([CH3:13])=[CH:11][CH:12]=1)=[O:4]. (7) The product is: [CH3:1][O:2][C:3]1[C:4]2[CH:11]=[CH:10][N:9]([C@@H:12]3[O:17][C@H:16]([CH2:18][OH:19])[CH2:14][C@H:13]3[OH:15])[C:5]=2[N:6]=[CH:7][N:8]=1. Given the reactants [CH3:1][O:2][C:3]1[C:4]2[CH:11]=[CH:10][N:9]([C@@H:12]3[O:17][C@H:16]([CH2:18][OH:19])[C@H:14]4[O:15][C@@H:13]34)[C:5]=2[N:6]=[CH:7][N:8]=1, predict the reaction product. (8) Given the reactants C(Cl)CCl.[CH3:5][NH:6][CH2:7][C:8]1[NH:9][C:10]2[C:15]([C:16]=1[CH3:17])=[CH:14][CH:13]=[CH:12][CH:11]=2.Cl.[O:19]=[C:20]1[CH2:25][O:24][C:23]2[CH:26]=[C:27](/[CH:30]=[CH:31]/[C:32](O)=[O:33])[CH:28]=[N:29][C:22]=2[NH:21]1.C1C=CC2N(O)N=NC=2C=1.CCN(C(C)C)C(C)C, predict the reaction product. The product is: [CH3:5][N:6]([CH2:7][C:8]1[NH:9][C:10]2[C:15]([C:16]=1[CH3:17])=[CH:14][CH:13]=[CH:12][CH:11]=2)[C:32](=[O:33])/[CH:31]=[CH:30]/[C:27]1[CH:28]=[N:29][C:22]2[NH:21][C:20](=[O:19])[CH2:25][O:24][C:23]=2[CH:26]=1.